This data is from Reaction yield outcomes from USPTO patents with 853,638 reactions. The task is: Predict the reaction yield, written as a fraction of the theoretical maximum amount of product (1.0 means a 100% yield; for example, 0.34 means a 34% yield). (1) The reactants are [NH2:1][C@@H:2]([CH3:18])[CH2:3][N:4]1[CH:8]=[CH:7][C:6]([C:9]2[CH:16]=[CH:15][C:12]([C:13]#[N:14])=[C:11]([Cl:17])[CH:10]=2)=[N:5]1.[S:19]1[CH:23]=[C:22]([C:24]([O-])=[O:25])[N:21]=[C:20]1[C:27]([O:29][CH2:30][CH3:31])=[O:28]. No catalyst specified. The product is [Cl:17][C:11]1[CH:10]=[C:9]([C:6]2[CH:7]=[CH:8][N:4]([CH2:3][C@@H:2]([NH:1][C:24]([C:22]3[N:21]=[C:20]([C:27]([O:29][CH2:30][CH3:31])=[O:28])[S:19][CH:23]=3)=[O:25])[CH3:18])[N:5]=2)[CH:16]=[CH:15][C:12]=1[C:13]#[N:14]. The yield is 0.519. (2) The reactants are Cl[C:2]1[CH:3]=[CH:4][C:5]2[N:11]3[CH2:12][C@H:8]([CH2:9][CH2:10]3)[NH:7][C:6]=2[N:13]=1.[CH2:14]([C@H:16]1[O:21][CH2:20][CH2:19][NH:18][CH2:17]1)[CH3:15].CC([O-])(C)C.[K+]. The catalyst is COCCOC.O. The product is [CH2:14]([C@H:16]1[O:21][CH2:20][CH2:19][N:18]([C:2]2[CH:3]=[CH:4][C:5]3[N:11]4[CH2:12][C@H:8]([CH2:9][CH2:10]4)[NH:7][C:6]=3[N:13]=2)[CH2:17]1)[CH3:15]. The yield is 0.594. (3) The reactants are [CH2:1]([O:3][C:4](=[O:12])[C:5]1[CH:10]=[CH:9][C:8](Br)=[CH:7][CH:6]=1)[CH3:2].[N:13]1[CH:18]=[CH:17][C:16](B(O)O)=[CH:15][CH:14]=1. The catalyst is O1CCOCC1.C(=O)([O-])[O-].[Na+].[Na+].C1C=CC([P]([Pd]([P](C2C=CC=CC=2)(C2C=CC=CC=2)C2C=CC=CC=2)([P](C2C=CC=CC=2)(C2C=CC=CC=2)C2C=CC=CC=2)[P](C2C=CC=CC=2)(C2C=CC=CC=2)C2C=CC=CC=2)(C2C=CC=CC=2)C2C=CC=CC=2)=CC=1. The product is [CH2:1]([O:3][C:4](=[O:12])[C:5]1[CH:10]=[CH:9][C:8]([C:16]2[CH:17]=[CH:18][N:13]=[CH:14][CH:15]=2)=[CH:7][CH:6]=1)[CH3:2]. The yield is 0.350. (4) The reactants are [CH3:1][O:2][CH:3]([O:6][CH3:7])[CH2:4][NH2:5].I.[CH3:9][N:10]1[C:15](=[O:16])[N:14]2[CH:17]=[N:18][C:19]([C:20](SC)=[NH:21])=[C:13]2[N:12]=[N:11]1. The catalyst is C(#N)C. The product is [CH3:1][O:2][CH:3]([O:6][CH3:7])[CH2:4][NH:5][C:20]([C:19]1[N:18]=[CH:17][N:14]2[C:15](=[O:16])[N:10]([CH3:9])[N:11]=[N:12][C:13]=12)=[NH:21]. The yield is 0.580. (5) The reactants are [CH:1]([C:4]1[CH:12]=[CH:11][C:7]([C:8]([OH:10])=O)=[C:6]([CH3:13])[CH:5]=1)([CH3:3])[CH3:2].Cl.CN(C)CCCN=C=NCC.C(N(CC)CC)C.[NH2:33][CH2:34][C:35]1[C:36]([OH:43])=[N:37][C:38]([CH3:42])=[CH:39][C:40]=1[CH3:41]. The catalyst is ClCCl. The product is [OH:43][C:36]1[C:35]([CH2:34][NH:33][C:8](=[O:10])[C:7]2[CH:11]=[CH:12][C:4]([CH:1]([CH3:2])[CH3:3])=[CH:5][C:6]=2[CH3:13])=[C:40]([CH3:41])[CH:39]=[C:38]([CH3:42])[N:37]=1. The yield is 0.360. (6) The reactants are [CH3:1][O:2][C:3]1[CH:19]=[CH:18][C:6]([CH2:7][O:8][C:9]2[CH:10]=[CH:11][C:12]([Br:17])=[C:13]([CH2:15][OH:16])[CH:14]=2)=[CH:5][CH:4]=1.[Br:20][CH2:21]/[CH:22]=[CH:23]/[CH2:24]Br.[OH-].[Na+]. The catalyst is [I-].C([N+](CCCC)(CCCC)CCCC)CCC.C(Cl)Cl.O.CCOC(C)=O. The product is [CH3:1][O:2][C:3]1[CH:4]=[CH:5][C:6]([CH2:7][O:8][C:9]2[CH:10]=[CH:11][C:12]([Br:17])=[C:13]([CH2:15][O:16][CH2:24]/[CH:23]=[CH:22]/[CH2:21][Br:20])[CH:14]=2)=[CH:18][CH:19]=1. The yield is 0.830.